This data is from Retrosynthesis with 50K atom-mapped reactions and 10 reaction types from USPTO. The task is: Predict the reactants needed to synthesize the given product. Given the product N#Cc1ccc(NCCNc2nc(-c3ccc(Cl)cc3Cl)nc3ccccc23)nc1, predict the reactants needed to synthesize it. The reactants are: Clc1ccc(-c2nc(Cl)c3ccccc3n2)c(Cl)c1.N#Cc1ccc(NCCN)nc1.